The task is: Predict the product of the given reaction.. This data is from Forward reaction prediction with 1.9M reactions from USPTO patents (1976-2016). (1) Given the reactants [CH3:1][O:2][C:3]1[CH:4]=[C:5]([NH:13][C:14]2[N:15]=[CH:16][C:17]3[CH2:23][NH:22][CH2:21][CH2:20][C:18]=3[N:19]=2)[CH:6]=[C:7]([O:11][CH3:12])[C:8]=1[O:9][CH3:10].Cl.[C:25](Cl)(=[O:32])[C:26]1[CH:31]=[CH:30][N:29]=[CH:28][CH:27]=1.C(N(CC)C(C)C)(C)C, predict the reaction product. The product is: [C:25]([N:22]1[CH2:21][CH2:20][C:18]2[N:19]=[C:14]([NH:13][C:5]3[CH:6]=[C:7]([O:11][CH3:12])[C:8]([O:9][CH3:10])=[C:3]([O:2][CH3:1])[CH:4]=3)[N:15]=[CH:16][C:17]=2[CH2:23]1)(=[O:32])[C:26]1[CH:31]=[CH:30][N:29]=[CH:28][CH:27]=1. (2) Given the reactants [C:1]([N:5]([C:18]([C:20]1[CH:21]=[CH:22][C:23]([CH:29]=O)=[C:24]([B:26](O)[OH:27])[CH:25]=1)=[O:19])[NH:6][C:7](=[O:17])[C:8]1[CH:13]=[CH:12][CH:11]=[C:10]([O:14][CH3:15])[C:9]=1[CH3:16])([CH3:4])([CH3:3])[CH3:2].Cl.[CH3:32][S:33]([NH:36][NH2:37])(=[O:35])=[O:34], predict the reaction product. The product is: [C:1]([N:5]([C:18]([C:20]1[CH:21]=[CH:22][C:23]2[CH:29]=[N:37][N:36]([S:33]([CH3:32])(=[O:35])=[O:34])[B:26]([OH:27])[C:24]=2[CH:25]=1)=[O:19])[NH:6][C:7](=[O:17])[C:8]1[CH:13]=[CH:12][CH:11]=[C:10]([O:14][CH3:15])[C:9]=1[CH3:16])([CH3:4])([CH3:3])[CH3:2]. (3) Given the reactants [C:1]([O:5][C:6](=[O:19])[NH:7][CH2:8][C:9]1([C:17]#[N:18])[C:11]2([CH2:16][CH2:15][CH2:14][CH2:13][CH2:12]2)[CH2:10]1)([CH3:4])([CH3:3])[CH3:2].[NH2:20][OH:21], predict the reaction product. The product is: [C:1]([O:5][C:6](=[O:19])[NH:7][CH2:8][C:9]1([C:17](=[NH:18])[NH:20][OH:21])[C:11]2([CH2:16][CH2:15][CH2:14][CH2:13][CH2:12]2)[CH2:10]1)([CH3:2])([CH3:4])[CH3:3]. (4) Given the reactants [C:1]([O:5][C:6]([N:8]1[C:17]2[C:12](=[N:13][C:14]([O:18][CH3:19])=[CH:15][CH:16]=2)[C@@H:11]([NH:20][C:21]2[N:26]=[C:25]([CH2:27][C:28]3[CH:33]=[C:32]([C:34]([F:37])([F:36])[F:35])[CH:31]=[C:30]([C:38]([F:41])([F:40])[F:39])[CH:29]=3)[C:24]([N:42]3[CH2:47][CH2:46][CH:45]([C:48]([O:50]CC)=[O:49])[CH2:44][CH2:43]3)=[CH:23][N:22]=2)[CH2:10][C@H:9]1[CH2:53][CH3:54])=[O:7])([CH3:4])([CH3:3])[CH3:2].[OH-].[Na+].C(O)(=O)CC(CC(O)=O)(C(O)=O)O, predict the reaction product. The product is: [C:1]([O:5][C:6]([N:8]1[C:17]2[C:12](=[N:13][C:14]([O:18][CH3:19])=[CH:15][CH:16]=2)[C@@H:11]([NH:20][C:21]2[N:26]=[C:25]([CH2:27][C:28]3[CH:33]=[C:32]([C:34]([F:35])([F:36])[F:37])[CH:31]=[C:30]([C:38]([F:40])([F:41])[F:39])[CH:29]=3)[C:24]([N:42]3[CH2:43][CH2:44][CH:45]([C:48]([OH:50])=[O:49])[CH2:46][CH2:47]3)=[CH:23][N:22]=2)[CH2:10][C@H:9]1[CH2:53][CH3:54])=[O:7])([CH3:4])([CH3:3])[CH3:2]. (5) Given the reactants [Cl:1][C:2]1[CH:9]=[C:8]([NH:10][C@H:11]2[CH2:15][C:14](=[O:16])[N:13]([CH:17](C)[CH3:18])[CH2:12]2)[CH:7]=[CH:6][C:3]=1[C:4]#[N:5].[CH3:20][C:21]([CH3:25])([OH:24])[C:22]#N, predict the reaction product. The product is: [Cl:1][C:2]1[CH:9]=[C:8]([NH:10][C@H:11]([CH2:12][NH:13][CH2:17][CH3:18])[CH2:15][C:14]([O:24][C:21]([CH3:25])([CH3:22])[CH3:20])=[O:16])[CH:7]=[CH:6][C:3]=1[C:4]#[N:5].